Dataset: Catalyst prediction with 721,799 reactions and 888 catalyst types from USPTO. Task: Predict which catalyst facilitates the given reaction. Reactant: [NH2:1][C:2]1[CH:3]=[C:4]([C@H:8]([N:15]([CH3:27])[C:16](=[O:26])[CH2:17][C:18]2[CH:23]=[CH:22][C:21]([Cl:24])=[C:20]([Cl:25])[CH:19]=2)[CH2:9][N:10]2[CH2:14][CH2:13][CH2:12][CH2:11]2)[CH:5]=[CH:6][CH:7]=1.N1C=CC=CC=1.[CH3:34][S:35](Cl)(=[O:37])=[O:36].O. Product: [Cl:25][C:20]1[CH:19]=[C:18]([CH2:17][C:16]([N:15]([CH3:27])[C@@H:8]([C:4]2[CH:5]=[CH:6][CH:7]=[C:2]([NH:1][S:35]([CH3:34])(=[O:37])=[O:36])[CH:3]=2)[CH2:9][N:10]2[CH2:11][CH2:12][CH2:13][CH2:14]2)=[O:26])[CH:23]=[CH:22][C:21]=1[Cl:24]. The catalyst class is: 4.